From a dataset of Reaction yield outcomes from USPTO patents with 853,638 reactions. Predict the reaction yield, written as a fraction of the theoretical maximum amount of product (1.0 means a 100% yield; for example, 0.34 means a 34% yield). (1) The reactants are BrN1C(=O)CCC1=O.[CH3:9][N:10]1[C:15]2[CH:16]=[CH:17][C:18]([CH3:20])=[CH:19][C:14]=2[S:13](=[O:22])(=[O:21])[C:12]([C:23]([O:25][CH3:26])=[O:24])=[N:11]1.[NH:27]1[CH2:32][CH2:31][O:30][CH2:29][CH2:28]1.C(Cl)Cl. The catalyst is ClC(Cl)C.CN(C=O)C. The product is [CH3:9][N:10]1[C:15]2[CH:16]=[CH:17][C:18]([CH2:20][N:27]3[CH2:32][CH2:31][O:30][CH2:29][CH2:28]3)=[CH:19][C:14]=2[S:13](=[O:22])(=[O:21])[C:12]([C:23]([O:25][CH3:26])=[O:24])=[N:11]1. The yield is 0.590. (2) The reactants are [N:1]1[CH:6]=[CH:5][CH:4]=[C:3]([C:7]([C:9]2[CH:10]=[N:11][CH:12]=[CH:13][CH:14]=2)=O)[CH:2]=1.[Cl:15][C:16]1[CH:21]=[CH:20][C:19]([NH2:22])=[CH:18][N:17]=1.[BH4-].[Na+].C([O-])([O-])=O.[Na+].[Na+]. The catalyst is CC(C)[O-].[Ti+4].CC(C)[O-].CC(C)[O-].CC(C)[O-].C(OCC)(=O)C.Cl.C(O)C. The product is [Cl:15][C:16]1[N:17]=[CH:18][C:19]([NH:22][CH:7]([C:9]2[CH:10]=[N:11][CH:12]=[CH:13][CH:14]=2)[C:3]2[CH:2]=[N:1][CH:6]=[CH:5][CH:4]=2)=[CH:20][CH:21]=1. The yield is 0.210. (3) The reactants are Cl.[Cl:2][C:3]1[CH:8]=[CH:7][C:6]([C@H:9]2[N:16]3[C:12]([S:13][C:14]([C:20]([N:22]([CH2:36][CH3:37])[CH:23]4[CH2:28][CH2:27][N:26]([C:29](OC(C)(C)C)=O)[CH2:25][CH2:24]4)=[O:21])=[C:15]3[CH:17]([CH3:19])[CH3:18])=[N:11][C@:10]2([C:39]2[CH:44]=[CH:43][C:42]([Cl:45])=[CH:41][CH:40]=2)[CH3:38])=[CH:5][CH:4]=1.[OH-].[Na+].C(O[BH-](OC(=O)C)OC(=O)C)(=O)C.[Na+]. No catalyst specified. The product is [Cl:2][C:3]1[CH:4]=[CH:5][C:6]([C@H:9]2[N:16]3[C:12]([S:13][C:14]([C:20]([N:22]([CH2:36][CH3:37])[CH:23]4[CH2:24][CH2:25][N:26]([CH3:29])[CH2:27][CH2:28]4)=[O:21])=[C:15]3[CH:17]([CH3:19])[CH3:18])=[N:11][C@:10]2([C:39]2[CH:40]=[CH:41][C:42]([Cl:45])=[CH:43][CH:44]=2)[CH3:38])=[CH:7][CH:8]=1. The yield is 0.580.